Dataset: Forward reaction prediction with 1.9M reactions from USPTO patents (1976-2016). Task: Predict the product of the given reaction. (1) The product is: [CH3:34][O:38][C:2]1[CH:7]=[CH:6][C:5]([NH:8][C:9](=[O:13])[CH:10]([CH3:12])[CH3:11])=[CH:4][C:3]=1[CH:14]1[CH2:19][CH2:18][NH:17][CH2:16][CH2:15]1. Given the reactants F[C:2]1[CH:7]=[CH:6][C:5]([NH:8][C:9](=[O:13])[CH:10]([CH3:12])[CH3:11])=[CH:4][C:3]=1[CH:14]1[CH2:19][CH2:18][NH:17][CH2:16][CH2:15]1.FC1C=CC(C2CCNCC2)=CC=1N[C:34](=[O:38])C(C)C.FC1C=CC(NC(=O)CCC)=CC=1C1CCNCC1.FC1C=CC(C2CCNCC2)=CC=1NC(=O)CCC.COC1C=CC(NC(=O)CCC)=CC=1C1CCNCC1, predict the reaction product. (2) Given the reactants Cl[C:2]1[CH:3]=[C:4]([NH:10][C:11]2[CH:16]=[CH:15][C:14]([N:17]3[C@H:22]4[CH2:23][CH2:24][C@@H:18]3[CH2:19][N:20]([CH3:25])[CH2:21]4)=[CH:13][N:12]=2)[C:5](=[O:9])[N:6]([CH3:8])[N:7]=1.[C:26]([O:29][CH2:30][C:31]1[C:36](B2OC(C)(C)C(C)(C)O2)=[CH:35][CH:34]=[CH:33][C:32]=1[N:46]1[N:55]=[CH:54][C:53]2[C:48](=[C:49]([F:60])[CH:50]=[C:51]([C:56]([CH3:59])([CH3:58])[CH3:57])[CH:52]=2)[C:47]1=[O:61])(=[O:28])[CH3:27].CC(C1C=C(C(C)C)C(C2C=CC=CC=2P(C2CCCCC2)C2CCCCC2)=C(C(C)C)C=1)C.P([O-])([O-])([O-])=O.[K+].[K+].[K+], predict the reaction product. The product is: [C:26]([O:29][CH2:30][C:31]1[C:36]([C:2]2[CH:3]=[C:4]([NH:10][C:11]3[CH:16]=[CH:15][C:14]([N:17]4[CH:22]5[CH2:23][CH2:24][CH:18]4[CH2:19][N:20]([CH3:25])[CH2:21]5)=[CH:13][N:12]=3)[C:5](=[O:9])[N:6]([CH3:8])[N:7]=2)=[CH:35][CH:34]=[CH:33][C:32]=1[N:46]1[N:55]=[CH:54][C:53]2[C:48](=[C:49]([F:60])[CH:50]=[C:51]([C:56]([CH3:58])([CH3:57])[CH3:59])[CH:52]=2)[C:47]1=[O:61])(=[O:28])[CH3:27]. (3) Given the reactants [CH3:1][O:2][C:3]1[C:4]([N+:18]([O-:20])=[O:19])=[C:5]2[C:14](=[CH:15][CH:16]=1)[C:13](=[O:17])[CH2:12][CH:11]1[CH:6]2[CH2:7][CH2:8][CH2:9][CH2:10]1.Br[C:22]1[CH:27]=[CH:26][C:25]([O:28][CH3:29])=[CH:24][CH:23]=1.C(P)(C)(C)C.CC(C)([O-])C.[Na+], predict the reaction product. The product is: [CH3:1][O:2][C:3]1[C:4]([N+:18]([O-:20])=[O:19])=[C:5]2[C:14](=[CH:15][CH:16]=1)[C:13](=[O:17])[CH:12]([C:22]1[CH:27]=[CH:26][C:25]([O:28][CH3:29])=[CH:24][CH:23]=1)[CH:11]1[CH:6]2[CH2:7][CH2:8][CH2:9][CH2:10]1.